Predict the reaction yield, written as a fraction of the theoretical maximum amount of product (1.0 means a 100% yield; for example, 0.34 means a 34% yield). From a dataset of Reaction yield outcomes from USPTO patents with 853,638 reactions. The reactants are C([O:3][C:4](=[O:12])[CH2:5][N:6]1[CH2:11][CH2:10][O:9][CH2:8][CH2:7]1)C.[OH-].[K+:14]. The catalyst is C(O)C. The product is [K+:14].[N:6]1([CH2:5][C:4]([O-:12])=[O:3])[CH2:11][CH2:10][O:9][CH2:8][CH2:7]1. The yield is 1.00.